This data is from KCNQ2 potassium channel screen with 302,405 compounds. The task is: Binary Classification. Given a drug SMILES string, predict its activity (active/inactive) in a high-throughput screening assay against a specified biological target. (1) The compound is S(=O)(=O)(N(C)C)c1ccc(N\C=C2\C(=C(C(=O)NC2=O)C#N)C)cc1. The result is 0 (inactive). (2) The molecule is Clc1n(nc(c1C1c2c(OC(N)=C1C#N)c1c(oc2=O)cccc1)C)c1ccccc1. The result is 0 (inactive). (3) The molecule is S(CC(=O)NC(OCC)=O)c1ncccc1. The result is 0 (inactive). (4) The molecule is S(=O)(=O)(Nc1c(c(ccc1)C)C)Cc1ccccc1. The result is 0 (inactive). (5) The drug is S1(=O)(=O)CC(N(Cc2ccc(N(CC)CC)cc2)C(=O)c2occc2)CC1. The result is 0 (inactive).